From a dataset of Experimentally validated miRNA-target interactions with 360,000+ pairs, plus equal number of negative samples. Binary Classification. Given a miRNA mature sequence and a target amino acid sequence, predict their likelihood of interaction. (1) Result: 0 (no interaction). The protein sequence of the target gene is MPPPRTREGRDRRDHHRAPSEEEALEKWDWNCPETRRLLEDAFFREEDYIRQGSEECQKFWTFFERLQRFQNLKTSRKEEKDPGQPKHSIPALADLPRTYDPRYRINLSVLGPATRGSQGLGRHLPAERVAEFRRALLHYLDFGQKQAFGRLAKLQRERAALPIAQYGNRILQTLKEHQVVVVAGDTGCGKSTQVPQYLLAAGFSHVACTQPRRIACISLAKRVGFESLSQYGSQVGYQIRFESTRSAATKIVFLTVGLLLRQIQREPSLPQYEVLIVDEVHERHLHNDFLLGVLQRLLP.... The miRNA is hsa-miR-511-3p with sequence AAUGUGUAGCAAAAGACAGA. (2) The miRNA is mmu-miR-466f with sequence ACGUGUGUGUGCAUGUGCAUGU. The protein sequence of the target gene is MQTSETGSDTGSTVTLQTSVASQAAVPTQVVQQVPVQQQVQQVQTVQQVQHVYPAQVQYVEGSDTVYTNGAIRTTTYPYTETQMYSQNTGGNYFDTQGSSAQVTTVVSSHSMVGTGGIQMGVTGGQLISSSGGTYLIGNSMENSGHSVTHTTRASPATIEMAIETLQKSDGLSTHRSSLLNSHLQWLLDNYETAEGVSLPRSTLYNHYLRHCQEHKLDPVNAASFGKLIRSIFMGLRTRRLGTRGNSKYHYYGIRVKPDSPLNRLQEDMQYMAMRQQPMQQKQRYKPMQKVDGVADGFTG.... Result: 1 (interaction). (3) The miRNA is hsa-miR-4472 with sequence GGUGGGGGGUGUUGUUUU. The protein sequence of the target gene is MEGVLYKWTNYLTGWQPRWFVLDNGILSYYDSQDDVCKGSKGSIKMAVCEIKVHSADNTRMELIIPGEQHFYMKAVNAAERQRWLVALGSSKACLTDTRTKKEKEISETSESLKTKMSELRLYCDLLMQQVHTIQEFVHHDENHSSPSAENMNEASSLLSATCNTFITTLEECVKIANAKFKPEMFQLHHPDPLVSPVSPSPVQMMKRSVSHPGSCSSERSSHSIKEPVSTLHRLSQRRRRTYSDTDSCSDIPLEDPDRPVHCSKNTLNGDLASATIPEESRLMAKKQSESEDTLPSFSS.... Result: 1 (interaction). (4) The miRNA is hsa-miR-33a-3p with sequence CAAUGUUUCCACAGUGCAUCAC. The protein sequence of the target gene is MSRDRFRSRGGGGGGFHRRGGGGGRGGLHDFRSPPPGMGLNQNRGPMGPGPGQSGPKPPIPPPPPHQQQQQPPPQQPPPQQPPPHQPPPHPQPHQQQQPPPPPQDSSKPVVAQGPGPAPGVGSAPPASSSAPPATPPTSGAPPGSGPGPTPTPPPAVTSAPPGAPPPTPPSSGVPTTPPQAGGPPPPPAAVPGPGPGPKQGPGPGGPKGGKMPGGPKPGGGPGLSTPGGHPKPPHRGGGEPRGGRQHHPPYHQQHHQGPPPGGPGGRSEEKISDSEGFKANLSLLRRPGEKTYTQRCRLF.... Result: 0 (no interaction).